This data is from Forward reaction prediction with 1.9M reactions from USPTO patents (1976-2016). The task is: Predict the product of the given reaction. (1) Given the reactants N[C:2]1[CH:3]=[C:4]([C:8](=[O:10])[CH3:9])[CH:5]=[CH:6][CH:7]=1.N([O-])=O.[Na+].O(CC)C([S-])=[S:17].[K+].[OH-].[K+], predict the reaction product. The product is: [SH:17][C:2]1[CH:3]=[C:4]([C:8](=[O:10])[CH3:9])[CH:5]=[CH:6][CH:7]=1. (2) Given the reactants [NH:1]1[CH2:6][CH2:5][O:4][CH2:3][CH2:2]1.FC(F)(F)S([C:12]1[CH:19]=[CH:18][C:15]([C:16]#[N:17])=[CH:14][CH:13]=1)(=O)=O, predict the reaction product. The product is: [N:1]1([C:12]2[CH:19]=[CH:18][C:15]([C:16]#[N:17])=[CH:14][CH:13]=2)[CH2:6][CH2:5][O:4][CH2:3][CH2:2]1.